The task is: Predict the product of the given reaction.. This data is from Forward reaction prediction with 1.9M reactions from USPTO patents (1976-2016). (1) Given the reactants N(C1N=NC(C2C=CC=CC=2)=CN=1)N.[NH:15]([C:17]1[N:18]=[N:19][C:20]([C:23]2[CH:28]=[CH:27][CH:26]=[C:25]([O:29][CH3:30])[CH:24]=2)=[CH:21][N:22]=1)[NH2:16].N1C2C(=CC(CC(O)=O)=CC=2)C=CC=1.[CH3:45][O:46][C:47]1[CH:56]=[C:55]2[C:50]([C:51]([O:57][CH2:58][C:59](O)=[O:60])=[CH:52][CH:53]=[N:54]2)=[CH:49][CH:48]=1, predict the reaction product. The product is: [CH3:30][O:29][C:25]1[CH:24]=[C:23]([C:20]2[N:19]=[N:18][C:17]([NH:15][NH:16][C:59](=[O:60])[CH2:58][O:57][C:51]3[C:50]4[C:55](=[CH:56][C:47]([O:46][CH3:45])=[CH:48][CH:49]=4)[N:54]=[CH:53][CH:52]=3)=[N:22][CH:21]=2)[CH:28]=[CH:27][CH:26]=1. (2) Given the reactants C(Cl)(OC(F)F)C(F)(F)[F:3].Cl.[CH:12]([F:21])([O:17][CH:18]([F:20])[F:19])[C:13]([F:16])([F:15])[F:14], predict the reaction product. The product is: [CH:12]([F:21])([O:17][CH:18]([F:20])[F:19])[C:13]([F:16])([F:15])[F:14].[FH:3]. (3) Given the reactants Cl[C:2]1[N:7]=[CH:6][C:5]([C:8]#[C:9][C:10]2[CH:11]=[C:12]([NH2:16])[CH:13]=[CH:14][CH:15]=2)=[CH:4][N:3]=1.[NH2:17][CH2:18][CH2:19][N:20]1[CH2:24][CH2:23][CH2:22][CH2:21]1.Cl, predict the reaction product. The product is: [NH2:16][C:12]1[CH:11]=[C:10]([C:9]#[C:8][C:5]2[CH:4]=[N:3][C:2]([NH:17][CH2:18][CH2:19][N:20]3[CH2:24][CH2:23][CH2:22][CH2:21]3)=[N:7][CH:6]=2)[CH:15]=[CH:14][CH:13]=1. (4) Given the reactants [C:1]([CH:3]1[CH2:8][O:7][CH2:6][CH2:5][N:4]1[C:9]([O:11][C:12]([CH3:15])([CH3:14])[CH3:13])=[O:10])#[N:2].[N-:16]=[N+:17]=[N-:18].[Na+].[Cl-].[NH4+], predict the reaction product. The product is: [N:2]1[NH:16][N:17]=[N:18][C:1]=1[CH:3]1[CH2:8][O:7][CH2:6][CH2:5][N:4]1[C:9]([O:11][C:12]([CH3:15])([CH3:14])[CH3:13])=[O:10]. (5) Given the reactants [C:1]([C:3]1[CH:4]=[C:5]([CH:21]=[CH:22][CH:23]=1)[CH2:6][O:7][C:8]1[C:9]([CH3:20])=[N:10][C:11]([CH:17]2[CH2:19][CH2:18]2)=[C:12]([CH:16]=1)[C:13](O)=[O:14])#[N:2].[NH2:24][C:25]1[CH:32]=[CH:31][C:28]([C:29]#[N:30])=[CH:27][CH:26]=1, predict the reaction product. The product is: [C:1]([C:3]1[CH:4]=[C:5]([CH:21]=[CH:22][CH:23]=1)[CH2:6][O:7][C:8]1[C:9]([CH3:20])=[N:10][C:11]([CH:17]2[CH2:19][CH2:18]2)=[C:12]([CH:16]=1)[C:13]([NH:24][C:25]1[CH:32]=[CH:31][C:28]([C:29]#[N:30])=[CH:27][CH:26]=1)=[O:14])#[N:2]. (6) The product is: [Br:1][C:2]1[CH:10]=[CH:9][C:5]([C:6]2[N:20]([CH2:21][CH2:22][CH3:23])[C:14]3[C:13]([Cl:12])=[CH:18][CH:17]=[CH:16][C:15]=3[N:19]=2)=[CH:4][C:3]=1[Cl:11]. Given the reactants [Br:1][C:2]1[CH:10]=[CH:9][C:5]([C:6](O)=O)=[CH:4][C:3]=1[Cl:11].[Cl:12][C:13]1[CH:18]=[CH:17][CH:16]=[C:15]([NH2:19])[C:14]=1[NH:20][CH2:21][CH2:22][CH3:23], predict the reaction product. (7) Given the reactants O=[C:2]1[CH2:7][CH2:6][N:5]([C:8]2[CH:13]=[CH:12][C:11]([N:14]3[CH2:18][C@H:17]([CH2:19][NH:20][C:21](=[O:23])[CH3:22])[O:16][C:15]3=[O:24])=[CH:10][C:9]=2[F:25])[CH2:4][CH2:3]1.[C-:26]#[N:27].[Na+].[C:29]([C:31]1[CH:37]=[CH:36][C:34]([NH2:35])=[CH:33][CH:32]=1)#[N:30], predict the reaction product. The product is: [C:29]([C:31]1[CH:37]=[CH:36][C:34]([NH:35][C:2]2([C:26]#[N:27])[CH2:7][CH2:6][N:5]([C:8]3[CH:13]=[CH:12][C:11]([N:14]4[CH2:18][C@H:17]([CH2:19][NH:20][C:21](=[O:23])[CH3:22])[O:16][C:15]4=[O:24])=[CH:10][C:9]=3[F:25])[CH2:4][CH2:3]2)=[CH:33][CH:32]=1)#[N:30]. (8) Given the reactants [CH:1]1([OH:6])[CH2:5][CH2:4][CH2:3][CH2:2]1.C1(P(C2C=CC=CC=2)C2C=CC=CC=2)C=CC=CC=1.[CH2:26]([O:28][C:29](=[O:41])[NH:30][C:31]1[CH:36]=[CH:35][C:34]([N+:37]([O-:39])=[O:38])=[CH:33][C:32]=1O)[CH3:27].CCOC(/N=N/C(OCC)=O)=O, predict the reaction product. The product is: [CH2:26]([O:28][C:29](=[O:41])[NH:30][C:31]1[CH:32]=[CH:33][C:34]([N+:37]([O-:39])=[O:38])=[CH:35][C:36]=1[O:6][CH:1]1[CH2:5][CH2:4][CH2:3][CH2:2]1)[CH3:27].